Predict the product of the given reaction. From a dataset of Forward reaction prediction with 1.9M reactions from USPTO patents (1976-2016). Given the reactants C1(P(C2CCCCC2)C2CCCCC2)CCCCC1.[B:29]1([B:29]2[O:33][C:32]([CH3:35])([CH3:34])[C:31]([CH3:37])([CH3:36])[O:30]2)[O:33][C:32]([CH3:35])([CH3:34])[C:31]([CH3:37])([CH3:36])[O:30]1.Br[C:39]1[CH:51]=[CH:50][C:42]([C:43](N2CCCC2)=[O:44])=[C:41]([F:52])[CH:40]=1.C([O-])(=[O:55])C.[K+], predict the reaction product. The product is: [F:52][C:41]1[CH:40]=[C:39]([B:29]2[O:30][C:31]([CH3:36])([CH3:37])[C:32]([CH3:34])([CH3:35])[O:33]2)[CH:51]=[CH:50][C:42]=1[C:43]([OH:44])=[O:55].